Predict the product of the given reaction. From a dataset of Forward reaction prediction with 1.9M reactions from USPTO patents (1976-2016). Given the reactants [Br:1][CH2:2][C:3]([C:5]1[CH:10]=[CH:9][C:8]([Cl:11])=[C:7]([C:12]([F:15])([F:14])[F:13])[CH:6]=1)=O.[NH:16]1[CH2:20][CH2:19][NH:18][C:17]1=[S:21], predict the reaction product. The product is: [BrH:1].[Cl:11][C:8]1[CH:9]=[CH:10][C:5]([C:3]2[N:18]3[CH2:19][CH2:20][N:16]=[C:17]3[S:21][CH:2]=2)=[CH:6][C:7]=1[C:12]([F:15])([F:14])[F:13].